This data is from Catalyst prediction with 721,799 reactions and 888 catalyst types from USPTO. The task is: Predict which catalyst facilitates the given reaction. (1) Reactant: [SH:1][CH2:2][CH2:3][CH2:4][CH2:5][CH2:6][CH2:7][OH:8].Cl[CH2:10][C:11]([C:13]1[CH:22]=[CH:21][C:16]2[NH:17][C:18](=[O:20])[NH:19][C:15]=2[CH:14]=1)=[O:12].C(=O)([O-])[O-].[K+].[K+]. Product: [OH:8][CH2:7][CH2:6][CH2:5][CH2:4][CH2:3][CH2:2][S:1][CH2:10][C:11]([C:13]1[CH:22]=[CH:21][C:16]2[NH:17][C:18](=[O:20])[NH:19][C:15]=2[CH:14]=1)=[O:12]. The catalyst class is: 7. (2) Reactant: [CH:1]([NH:4][C:5]1[C:6]2[N:7]([C:18]([O:21][CH3:22])=[N:19][N:20]=2)[C:8]2[C:13]([N:14]=1)=[CH:12][C:11]([C:15]([OH:17])=O)=[CH:10][CH:9]=2)([CH3:3])[CH3:2].Cl.[CH3:24][NH:25][O:26][CH3:27].ON1C2N=CC=CC=2N=N1.C(Cl)CCl. Product: [CH3:27][O:26][N:25]([CH3:24])[C:15]([C:11]1[CH:12]=[C:13]2[C:8](=[CH:9][CH:10]=1)[N:7]1[C:18]([O:21][CH3:22])=[N:19][N:20]=[C:6]1[C:5]([NH:4][CH:1]([CH3:2])[CH3:3])=[N:14]2)=[O:17]. The catalyst class is: 31. (3) Reactant: C(N([CH2:6][CH3:7])CC)C.[C:8](Cl)(=[O:15])[C:9]1[CH:14]=[CH:13][CH:12]=[CH:11][CH:10]=1.O.[CH2:18]1[CH2:22]O[CH2:20][CH2:19]1. Product: [C:9]1([C:8](=[O:15])[C:20]#[C:19][CH2:18][CH2:22][CH2:14]/[CH:13]=[CH:12]/[C:7]2[CH:6]=[CH:11][CH:10]=[CH:9][CH:8]=2)[CH:14]=[CH:13][CH:12]=[CH:11][CH:10]=1. The catalyst class is: 778. (4) Reactant: [F:1][C:2]1[CH:3]=[C:4]([CH:29]=[C:30]([N:32]2[CH2:37][CH2:36][O:35][CH2:34][CH2:33]2)[CH:31]=1)[C:5]([NH:7][C:8]1[C:17]2[C:12](=[CH:13][CH:14]=[CH:15][CH:16]=2)[C:11]([O:18][C:19]2[CH:24]=[CH:23][N:22]=[C:21](S(C)(=O)=O)[N:20]=2)=[CH:10][CH:9]=1)=[O:6].[NH:38]1[CH2:43][CH2:42][O:41][CH2:40][CH2:39]1. Product: [F:1][C:2]1[CH:3]=[C:4]([CH:29]=[C:30]([N:32]2[CH2:37][CH2:36][O:35][CH2:34][CH2:33]2)[CH:31]=1)[C:5]([NH:7][C:8]1[C:17]2[C:12](=[CH:13][CH:14]=[CH:15][CH:16]=2)[C:11]([O:18][C:19]2[CH:24]=[CH:23][N:22]=[C:21]([N:38]3[CH2:43][CH2:42][O:41][CH2:40][CH2:39]3)[N:20]=2)=[CH:10][CH:9]=1)=[O:6]. The catalyst class is: 549.